From a dataset of Full USPTO retrosynthesis dataset with 1.9M reactions from patents (1976-2016). Predict the reactants needed to synthesize the given product. (1) Given the product [Cl:17][C:10]1[CH:9]=[C:8]([C:18](=[O:20])[CH3:19])[C:7]([N:28]2[CH2:29][CH2:30][C:25]([F:31])([F:24])[CH2:26][CH2:27]2)=[C:16]2[C:11]=1[CH:12]=[CH:13][CH:14]=[N:15]2, predict the reactants needed to synthesize it. The reactants are: FC(F)(F)S(O[C:7]1[C:8]([C:18](=[O:20])[CH3:19])=[CH:9][C:10]([Cl:17])=[C:11]2[C:16]=1[N:15]=[CH:14][CH:13]=[CH:12]2)(=O)=O.Cl.[F:24][C:25]1([F:31])[CH2:30][CH2:29][NH:28][CH2:27][CH2:26]1.C1C=CC(P(C2C=CC3C(=CC=CC=3)C=2C2C3C(=CC=CC=3)C=CC=2P(C2C=CC=CC=2)C2C=CC=CC=2)C2C=CC=CC=2)=CC=1.C(=O)([O-])[O-].[Cs+].[Cs+]. (2) Given the product [Cl:1][C:2]1[C:7]([C:8]2[C:13]([F:14])=[CH:12][C:11]([F:15])=[CH:10][C:9]=2[F:16])=[C:6]([NH:25][C@@H:23]([CH3:24])[C:22]([F:27])([F:26])[F:21])[N:5]2[N:18]=[CH:19][N:20]=[C:4]2[N:3]=1, predict the reactants needed to synthesize it. The reactants are: [Cl:1][C:2]1[C:7]([C:8]2[C:13]([F:14])=[CH:12][C:11]([F:15])=[CH:10][C:9]=2[F:16])=[C:6](Cl)[N:5]2[N:18]=[CH:19][N:20]=[C:4]2[N:3]=1.[F:21][C:22]([F:27])([F:26])[C@@H:23]([NH2:25])[CH3:24].O.